Dataset: Catalyst prediction with 721,799 reactions and 888 catalyst types from USPTO. Task: Predict which catalyst facilitates the given reaction. (1) Reactant: [C:1](Cl)(=O)[C:2]([Cl:4])=[O:3].[Br:7][C:8]1[CH:16]=[CH:15][C:11](C(O)=O)=[C:10](C)[CH:9]=1. Product: [Br:7][C:8]1[CH:16]=[CH:15][C:1]([C:2]([Cl:4])=[O:3])=[C:10]([CH3:11])[CH:9]=1. The catalyst class is: 85. (2) Reactant: COC1C=CC(C[N:8]2[C:12]3=[N:13][CH:14]=[C:15]4[C:19](=[O:20])[N:18]([CH2:21][CH2:22][C:23]5[CH:28]=[CH:27][CH:26]=[CH:25][CH:24]=5)[C:17](=[O:29])[C:16]4=[C:11]3[CH:10]=[N:9]2)=CC=1. Product: [CH2:21]([N:18]1[C:19](=[O:20])[C:15]2[C:16](=[C:11]3[CH:10]=[N:9][NH:8][C:12]3=[N:13][CH:14]=2)[C:17]1=[O:29])[CH2:22][C:23]1[CH:24]=[CH:25][CH:26]=[CH:27][CH:28]=1. The catalyst class is: 55. (3) Reactant: Cl.[CH3:2][CH:3]([CH2:8][N:9]1[CH2:13][CH2:12][CH2:11][CH2:10]1)[CH2:4][C:5]([OH:7])=[O:6].C1N=CN(C(N2C=NC=C2)=O)C=1.[F:26][C:27]1[C:31]([C:32]2[CH:33]=[N:34][C:35]3[C:40]([CH:41]=2)=[CH:39][CH:38]=[CH:37][CH:36]=3)=[N:30][NH:29][C:28]=1[NH2:42]. Product: [CH:5]([OH:7])=[O:6].[F:26][C:27]1[C:31]([C:32]2[CH:33]=[N:34][C:35]3[C:40]([CH:41]=2)=[CH:39][CH:38]=[CH:37][CH:36]=3)=[N:30][NH:29][C:28]=1[NH:42][C:5](=[O:7])[CH2:4][CH:3]([CH3:2])[CH2:8][N:9]1[CH2:13][CH2:12][CH2:11][CH2:10]1. The catalyst class is: 26. (4) Reactant: C([O-])(O)=O.[Na+:5].[O-]S([O-])=O.[Na+].[Na+].[CH3:12][S:13]([C:16]1[CH:21]=[CH:20][C:19]([S:22](Cl)(=[O:24])=[O:23])=[CH:18][CH:17]=1)(=[O:15])=[O:14]. Product: [Na+:5].[CH3:12][S:13]([C:16]1[CH:17]=[CH:18][C:19]([S:22]([O-:24])=[O:23])=[CH:20][CH:21]=1)(=[O:15])=[O:14]. The catalyst class is: 6.